From a dataset of Experimentally validated miRNA-target interactions with 360,000+ pairs, plus equal number of negative samples. Binary Classification. Given a miRNA mature sequence and a target amino acid sequence, predict their likelihood of interaction. (1) The miRNA is hsa-miR-190a-3p with sequence CUAUAUAUCAAACAUAUUCCU. The protein sequence of the target gene is MVGEMETKEKPKPTPDYLMQLMNDKKLMSSLPNFCGIFNHLERLLDEEISRVRKDMYNDTLNGSTEKRSAELPDAVGPIVQLQEKLYVPVKEYPDFNFVGRILGPRGLTAKQLEAETGCKIMVRGKGSMRDKKKEEQNRGKPNWEHLNEDLHVLITVEDAQNRAEIKLKRAVEEVKKLLVPAAEGEDSLKKMQLMELAILNGTYRDANIKSPALAFSLAATAQAAPRIITGPAPVLPPAALRTPTPAGPTIMPLIRQIQTAVMPNGTPHPTAAIVPPGPEAGLIYTPYEYPYTLAPATSI.... Result: 1 (interaction). (2) The miRNA is mmu-miR-376a-3p with sequence AUCGUAGAGGAAAAUCCACGU. The protein sequence of the target gene is MTRSCSAVGCSTRDTVLSRERGLSFHQFPTDTIQRSKWIRAVNRVDPRSKKIWIPGPGAILCSKHFQESDFESYGIRRKLKKGAVPSVSLYKIPQGVHLKGKARQKILKQPLPDNSQEVATEDHNYSLKTPLTIGAEKLAEVQQMLQVSKKRLISVKNYRMIKKRKGLRLIDALVEEKLLSEETECLLRAQFSDFKWELYNWRETDEYSAEMKQFACTLYLCSSKVYDYVRKILKLPHSSILRTWLSKCQPSPGFNSNIFSFLQRRVENGDQLYQYCSLLIKSMPLKQQLQWDPSSHSLQ.... Result: 0 (no interaction). (3) The miRNA is hsa-miR-6751-5p with sequence UUGGGGGUGAGGUUGGUGUCUGG. The protein sequence of the target gene is MGFIFSKSMNENMKNQQEFMVTHARLQLERHLTMQNEMRERQMAMQIAWSREFLKYFGTFFGIATISLATGALKRKKPAFLVPIVPLSFIFTYQYDLGYGTLLQRMKSEAEDILETEKTKLELPKGLITFESLEKARREQSKLFSDK. Result: 0 (no interaction). (4) The protein sequence of the target gene is MPALACLRRLCRHVSPQAVLFLLFIFCLFSVFISAYYLYGWKRGLEPSADAPEPDCGDPPPVAPSRLLPLKPVQAATPSRTDPLVLVFVESLYSQLGQEVVAILESSRFKYRTEIAPGKGDMPTLTDKGRGRFALIIYENILKYVNLDAWNRELLDKYCVAYGVGIIGFFKANENSLLSAQLKGFPLFLHSNLGLKDCSINPKSPLLYVTRPSEVEKGVLPGEDWTVFQSNHSTYEPVLLAKTRSSESIPHLGADAGLHAALHATVVQDLGLHDGIQRVLFGNNLNFWLHKLVFVDAVAF.... Result: 1 (interaction). The miRNA is hsa-miR-466 with sequence AUACACAUACACGCAACACACAU. (5) The protein sequence of the target gene is MMSEHDLADVVQIAVEDLSPDHPVVLENHVVTDEDEPALKRQRLEINCQDPSIKTICLRLDSIEAKLQALEATCKSLEEKLDLVTNKQHSPIQVPMVAGSPLGATQTCNKVRCVVPQTTVILNNDRQNAIVAKMEDPLSNRAPDSLENVISNAVPGRRQNTIVVKVPGQEDSHHEDGESGSEASDSVSSCGQAGSQSIGSNVTLITLNSEEDYPNGTWLGDENNPEMRVRCAIIPSDMLHISTNCRTAEKMALTLLDYLFHREVQAVSNLSGQGKHGKKQLDPLTIYGIRCHLFYKFGIT.... The miRNA is hsa-miR-1286 with sequence UGCAGGACCAAGAUGAGCCCU. Result: 1 (interaction). (6) The miRNA is hsa-miR-6785-5p with sequence UGGGAGGGCGUGGAUGAUGGUG. The protein sequence of the target gene is MAATLLRAKPKVTVSFEDVSVYFTKTEWRLLDLKQRTLYKQVMLENYSHLVSVGFAFSKPNLVSQLERGEKPWIRDDGMESAARSCAGNRIKTKTLTSKPKLFGRGLLRNTSRSSLQRRPHDFRPNPIVRYQHSRIADKRYLCQQCGKSFSRSFNLIKHRIIHSREKPYECSECGKQFQRSLALLEHQRIHSGDKPYECGECGKTFTRSSNLVKHQVIHSSEMPFVCRMCGKVFRRSFALLEHTRIHSGERPFECTECGKAFSRSSNLIEHQRIHSGQKPYICKECGKAFKGVSQLIHHQ.... Result: 0 (no interaction).